This data is from Full USPTO retrosynthesis dataset with 1.9M reactions from patents (1976-2016). The task is: Predict the reactants needed to synthesize the given product. The reactants are: [Cl:1][C:2]1[CH:3]=[C:4]2[C:10]([C:11]3[N:16]=[C:15](S(C)(=O)=O)[C:14]([F:21])=[CH:13][N:12]=3)=[CH:9][N:8]([S:22]([C:25]3[CH:31]=[CH:30][C:28]([CH3:29])=[CH:27][CH:26]=3)(=[O:24])=[O:23])[C:5]2=[N:6][CH:7]=1.[NH2:32][CH:33]1[CH2:38][CH2:37][CH2:36][CH:35]([OH:39])[CH2:34]1.CCN(C(C)C)C(C)C. Given the product [Cl:1][C:2]1[CH:3]=[C:4]2[C:10]([C:11]3[N:16]=[C:15]([NH:32][CH:33]4[CH2:38][CH2:37][CH2:36][C@H:35]([OH:39])[CH2:34]4)[C:14]([F:21])=[CH:13][N:12]=3)=[CH:9][N:8]([S:22]([C:25]3[CH:31]=[CH:30][C:28]([CH3:29])=[CH:27][CH:26]=3)(=[O:24])=[O:23])[C:5]2=[N:6][CH:7]=1, predict the reactants needed to synthesize it.